Dataset: Reaction yield outcomes from USPTO patents with 853,638 reactions. Task: Predict the reaction yield, written as a fraction of the theoretical maximum amount of product (1.0 means a 100% yield; for example, 0.34 means a 34% yield). (1) The reactants are [OH:1][C:2]1[CH:7]=[C:6]([O:8][CH2:9][CH2:10][O:11][CH3:12])[CH:5]=[CH:4][C:3]=1[CH:13]([CH3:20])[CH2:14][C:15]([O:17][CH2:18][CH3:19])=[O:16].[H-].[Na+].Cl[C:24]1[C:29]([Cl:30])=[CH:28][C:27]([C:31]([F:34])([F:33])[F:32])=[CH:26][N:25]=1.[Cl-].[NH4+]. The catalyst is CN(C)C=O. The product is [Cl:30][C:29]1[C:24]([O:1][C:2]2[CH:7]=[C:6]([O:8][CH2:9][CH2:10][O:11][CH3:12])[CH:5]=[CH:4][C:3]=2[CH:13]([CH3:20])[CH2:14][C:15]([O:17][CH2:18][CH3:19])=[O:16])=[N:25][CH:26]=[C:27]([C:31]([F:33])([F:32])[F:34])[CH:28]=1. The yield is 0.870. (2) The reactants are [NH2:1][CH:2]([OH:29])[C:3]([N:6]1[CH2:11][CH2:10][N:9]([CH2:12][C:13]2[S:14][C:15]3[N:16]=[C:17](Cl)[N:18]=[C:19]([N:22]4[CH2:27][CH2:26][O:25][CH2:24][CH2:23]4)[C:20]=3[N:21]=2)[CH2:8][CH2:7]1)([CH3:5])[CH3:4].[CH3:30][C:31]1[O:32][C:33]2[CH:48]=[CH:47][CH:46]=[CH:45][C:34]=2[C:35]=1B1OC(C)(C)C(C)(C)O1.C([O-])([O-])=O.[Cs+].[Cs+]. The catalyst is O1CCOCC1.O.C1C=CC([P]([Pd]([P](C2C=CC=CC=2)(C2C=CC=CC=2)C2C=CC=CC=2)([P](C2C=CC=CC=2)(C2C=CC=CC=2)C2C=CC=CC=2)[P](C2C=CC=CC=2)(C2C=CC=CC=2)C2C=CC=CC=2)(C2C=CC=CC=2)C2C=CC=CC=2)=CC=1. The product is [CH3:4][C:3]([N:6]1[CH2:11][CH2:10][N:9]([CH2:12][C:13]2[S:14][C:15]3[N:16]=[C:17]([C:35]4[C:34]5[CH:45]=[CH:46][CH:47]=[CH:48][C:33]=5[O:32][C:31]=4[CH3:30])[N:18]=[C:19]([N:22]4[CH2:27][CH2:26][O:25][CH2:24][CH2:23]4)[C:20]=3[N:21]=2)[CH2:8][CH2:7]1)([CH3:5])[C:2]([NH2:1])=[O:29]. The yield is 0.610. (3) The reactants are Cl.[C:2]([O:6][C:7](=[O:11])[C@H:8]([CH3:10])[NH2:9])([CH3:5])([CH3:4])[CH3:3].C(N(C(C)C)CC)(C)C.[C:21]1(=O)[O:26][C:24](=[O:25])[C:23]2=[CH:27][CH:28]=[CH:29][CH:30]=[C:22]12. The catalyst is C1(C)C=CC=CC=1.CCOCC. The product is [C:2]([O:6][C:7](=[O:11])[C@@H:8]([N:9]1[C:24](=[O:25])[C:23]2[C:22](=[CH:30][CH:29]=[CH:28][CH:27]=2)[C:21]1=[O:26])[CH3:10])([CH3:5])([CH3:4])[CH3:3]. The yield is 0.900.